This data is from Full USPTO retrosynthesis dataset with 1.9M reactions from patents (1976-2016). The task is: Predict the reactants needed to synthesize the given product. Given the product [NH2:17][CH2:7][C@@H:8]([CH2:13][CH:14]([CH3:16])[CH3:15])[CH2:9][C:10]([OH:12])=[O:11], predict the reactants needed to synthesize it. The reactants are: C(OC([CH:7]([NH2:17])[C@@H:8]([CH2:13][CH:14]([CH3:16])[CH3:15])[CH2:9][C:10]([OH:12])=[O:11])=O)(C)C.Cl.O.CN.